Dataset: Catalyst prediction with 721,799 reactions and 888 catalyst types from USPTO. Task: Predict which catalyst facilitates the given reaction. (1) Reactant: O=[CH:2][CH2:3][C@H:4]1[CH2:6][C@@H:5]1[CH:7]1[CH2:12][CH2:11][N:10]([C:13]([O:15][C:16]([CH3:19])([CH3:18])[CH3:17])=[O:14])[CH2:9][CH2:8]1.[CH2:20]([NH:27][CH2:28][C:29]1[CH:34]=[CH:33][CH:32]=[CH:31][CH:30]=1)[C:21]1[CH:26]=[CH:25][CH:24]=[CH:23][CH:22]=1.[BH-](OC(C)=O)(OC(C)=O)OC(C)=O.[Na+]. Product: [CH2:28]([N:27]([CH2:20][C:21]1[CH:26]=[CH:25][CH:24]=[CH:23][CH:22]=1)[CH2:2][CH2:3][C@H:4]1[CH2:6][C@@H:5]1[CH:7]1[CH2:12][CH2:11][N:10]([C:13]([O:15][C:16]([CH3:19])([CH3:18])[CH3:17])=[O:14])[CH2:9][CH2:8]1)[C:29]1[CH:34]=[CH:33][CH:32]=[CH:31][CH:30]=1. The catalyst class is: 325. (2) Reactant: [CH3:1][O:2][C:3]1[CH:4]=[C:5]2[C:10](=[CH:11][CH:12]=1)[N:9]=[C:8]([C:13]1[CH:14]=[N:15][CH:16]=[CH:17][CH:18]=1)[N:7]=[C:6]2[N:19]1[C:27]2[C:22](=[CH:23][C:24](N)=[CH:25][CH:26]=2)[CH2:21][CH2:20]1.C=O.[C:31](O)(=O)C.[C:35]([BH3-])#[N:36].[Na+].[ClH:39]. Product: [ClH:39].[ClH:39].[ClH:39].[CH3:1][O:2][C:3]1[CH:4]=[C:5]2[C:10](=[CH:11][CH:12]=1)[N:9]=[C:8]([C:13]1[CH:14]=[N:15][CH:16]=[CH:17][CH:18]=1)[N:7]=[C:6]2[N:19]1[C:27]2[C:22](=[CH:23][C:24]([N:36]([CH3:35])[CH3:31])=[CH:25][CH:26]=2)[CH2:21][CH2:20]1. The catalyst class is: 200. (3) Reactant: C(=O)([O-])[O-].[Cs+].[Cs+].C1(P(C2C=CC=CC=2)C2C3OC4C(=CC=CC=4P(C4C=CC=CC=4)C4C=CC=CC=4)C(C)(C)C=3C=CC=2)C=CC=CC=1.[CH3:49][O:50][C:51]1[CH:52]=[C:53]([NH2:57])[CH:54]=[CH:55][CH:56]=1.[C:58]([O:62][C:63]([N:65]1[CH2:70][CH2:69][C:68]2[N:71]([CH3:92])[C:72]([C:75]3[CH:80]=[CH:79][N:78]=[C:77]([N:81]4C(=O)C5C(=CC=CC=5)C4=O)[N:76]=3)=[C:73](I)[C:67]=2[C:66]1=[O:93])=[O:64])([CH3:61])([CH3:60])[CH3:59]. Product: [C:58]([O:62][C:63]([N:65]1[CH2:70][CH2:69][C:68]2[N:71]([CH3:92])[C:72]([C:75]3[CH:80]=[CH:79][N:78]=[C:77]([NH2:81])[N:76]=3)=[C:73]([NH:57][C:53]3[CH:54]=[CH:55][CH:56]=[C:51]([O:50][CH3:49])[CH:52]=3)[C:67]=2[C:66]1=[O:93])=[O:64])([CH3:61])([CH3:60])[CH3:59]. The catalyst class is: 62. (4) Reactant: [N:1]([CH2:4][C@H:5]([C:7]1[CH:12]=[CH:11][CH:10]=[CH:9][CH:8]=1)[OH:6])=[N+:2]=[N-:3].[Cl:13][C:14]1[C:21]([F:22])=[CH:20][C:17]([C:18]#[N:19])=[C:16](F)[CH:15]=1.[H-].[Na+].O. Product: [N:1]([CH2:4][C@@H:5]([O:6][C:16]1[CH:15]=[C:14]([Cl:13])[C:21]([F:22])=[CH:20][C:17]=1[C:18]#[N:19])[C:7]1[CH:12]=[CH:11][CH:10]=[CH:9][CH:8]=1)=[N+:2]=[N-:3]. The catalyst class is: 3. (5) Reactant: Cl[C:2]1[N:3]=[C:4]([N:25]2[CH2:30][CH2:29][O:28][CH2:27][CH2:26]2)[C:5]2[N:10]=[C:9]([C:11]([N:13]3[CH2:18][CH2:17][N:16]([CH:19]4[CH2:22][O:21][CH2:20]4)[CH2:15][C:14]3([CH3:24])[CH3:23])=[O:12])[S:8][C:6]=2[N:7]=1.[CH2:31]([C:33]1[NH:34][C:35]2[CH:41]=[CH:40][CH:39]=[CH:38][C:36]=2[N:37]=1)[CH3:32].CC(C1C=C(C(C)C)C(C2C=CC=CC=2P(C2CCCCC2)C2CCCCC2)=C(C(C)C)C=1)C.C([O-])([O-])=O.[Cs+].[Cs+]. Product: [CH3:23][C:14]1([CH3:24])[CH2:15][N:16]([CH:19]2[CH2:22][O:21][CH2:20]2)[CH2:17][CH2:18][N:13]1[C:11]([C:9]1[S:8][C:6]2[N:7]=[C:2]([N:34]3[C:35]4[CH:41]=[CH:40][CH:39]=[CH:38][C:36]=4[N:37]=[C:33]3[CH2:31][CH3:32])[N:3]=[C:4]([N:25]3[CH2:30][CH2:29][O:28][CH2:27][CH2:26]3)[C:5]=2[N:10]=1)=[O:12]. The catalyst class is: 533. (6) Reactant: C([O:8][C:9]1[C:10]([C:35]([O:37][CH3:38])=[O:36])=[N:11][C:12]([C:15]#[C:16][CH2:17][CH2:18][NH:19][C:20]2[C:21]3[C:26]([N:27]=[C:28]4[C:33]=2[CH2:32][CH2:31][CH2:30][CH2:29]4)=[CH:25][CH:24]=[C:23]([Cl:34])[CH:22]=3)=[CH:13][CH:14]=1)C1C=CC=CC=1. Product: [Cl:34][C:23]1[CH:22]=[C:21]2[C:26]([N:27]=[C:28]3[C:33](=[C:20]2[NH:19][CH2:18][CH2:17][CH2:16][CH2:15][C:12]2[N:11]=[C:10]([C:35]([O:37][CH3:38])=[O:36])[C:9]([OH:8])=[CH:14][CH:13]=2)[CH2:32][CH2:31][CH2:30][CH2:29]3)=[CH:25][CH:24]=1. The catalyst class is: 25. (7) Reactant: [Br:1][CH2:2][C:3](=[CH2:32])[C:4]([N:6]([CH:18]([CH2:28][CH:29]([CH3:31])[CH3:30])[C:19]([NH:21][CH2:22][C:23]([O:25][CH2:26][CH3:27])=[O:24])=[O:20])CC1C=CC(OC)=CC=1OC)=[O:5].FC(F)(F)C(O)=O.C(=O)([O-])[O-].[Na+].[Na+]. Product: [Br:1][CH2:2][C:3](=[CH2:32])[C:4]([NH:6][CH:18]([CH2:28][CH:29]([CH3:31])[CH3:30])[C:19]([NH:21][CH2:22][C:23]([O:25][CH2:26][CH3:27])=[O:24])=[O:20])=[O:5]. The catalyst class is: 2. (8) Reactant: [CH3:1][O:2][C:3]([C:5]1[S:6][C:7]([C:10]2[CH:15]=[CH:14][C:13]([CH:16]=O)=[CH:12][CH:11]=2)=[CH:8][CH:9]=1)=[O:4].[C:18]1([CH2:24][CH2:25][NH2:26])[CH:23]=[CH:22][CH:21]=[CH:20][CH:19]=1.[BH-](OC(C)=O)(OC(C)=O)OC(C)=O.[Na+]. Product: [CH3:1][O:2][C:3]([C:5]1[S:6][C:7]([C:10]2[CH:15]=[CH:14][C:13]([CH2:16][NH:26][CH2:25][CH2:24][C:18]3[CH:23]=[CH:22][CH:21]=[CH:20][CH:19]=3)=[CH:12][CH:11]=2)=[CH:8][CH:9]=1)=[O:4]. The catalyst class is: 2.